From a dataset of Forward reaction prediction with 1.9M reactions from USPTO patents (1976-2016). Predict the product of the given reaction. (1) The product is: [ClH:37].[CH2:1]([O:8][C:9]1[CH:14]=[CH:13][N:12]([C:15]2[CH:16]=[C:17]3[C:21](=[CH:22][CH:23]=2)[N:20]([CH3:24])[C:19]2[CH2:25][NH:26][CH2:27][CH2:28][C:18]3=2)[C:11](=[O:36])[CH:10]=1)[C:2]1[CH:3]=[CH:4][CH:5]=[CH:6][CH:7]=1. Given the reactants [CH2:1]([O:8][C:9]1[CH:14]=[CH:13][N:12]([C:15]2[CH:16]=[C:17]3[C:21](=[CH:22][CH:23]=2)[N:20]([CH3:24])[C:19]2[CH2:25][N:26](C(OC(C)(C)C)=O)[CH2:27][CH2:28][C:18]3=2)[C:11](=[O:36])[CH:10]=1)[C:2]1[CH:7]=[CH:6][CH:5]=[CH:4][CH:3]=1.[ClH:37], predict the reaction product. (2) The product is: [N:1]1([C@@H:6]2[CH2:11][CH2:10][CH2:9][CH2:8][C@H:7]2[OH:12])[CH2:5][CH2:4][CH2:3][CH2:2]1. Given the reactants [NH:1]1[CH2:5][CH2:4][CH2:3][CH2:2]1.[CH:6]12[O:12][CH:7]1[CH2:8][CH2:9][CH2:10][CH2:11]2, predict the reaction product. (3) Given the reactants CC(C1C=C(C(C)C)C(C2C=CC=CC=2P(C2CCCCC2)C2CCCCC2)=C(C(C)C)C=1)C.C(=O)([O-])[O-].[Cs+].[Cs+].Cl[C:42]1[N:50]=[C:49]2[C:45]([N:46]=[C:47]([CH2:52][N:53]3[CH2:58][CH2:57][CH:56]([C:59]([O:62][CH3:63])([CH3:61])[CH3:60])[CH2:55][CH2:54]3)[N:48]2[CH3:51])=[C:44]([N:64]2[CH2:69][CH2:68][O:67][CH2:66][CH2:65]2)[N:43]=1.[CH3:70][C:71]1[NH:75][C:74]2[CH:76]=[CH:77][CH:78]=[CH:79][C:73]=2[N:72]=1, predict the reaction product. The product is: [CH3:63][O:62][C:59]([CH:56]1[CH2:57][CH2:58][N:53]([CH2:52][C:47]2[N:48]([CH3:51])[C:49]3[C:45]([N:46]=2)=[C:44]([N:64]2[CH2:65][CH2:66][O:67][CH2:68][CH2:69]2)[N:43]=[C:42]([N:72]2[C:73]4[CH:79]=[CH:78][CH:77]=[CH:76][C:74]=4[N:75]=[C:71]2[CH3:70])[N:50]=3)[CH2:54][CH2:55]1)([CH3:60])[CH3:61]. (4) The product is: [C:1]([O:5][C:6](=[O:26])[NH:7][C@H:8]([C:19]1[CH:24]=[CH:23][CH:22]=[CH:21][N:20]=1)[C:9]1[CH:14]=[CH:13][C:12]([C:15]([F:16])([F:17])[F:18])=[CH:11][CH:10]=1)([CH3:4])([CH3:2])[CH3:3]. Given the reactants [C:1]([O:5][C:6](=[O:26])[NH:7][C@H:8]([C:19]1[C:24](Br)=[CH:23][CH:22]=[CH:21][N:20]=1)[C:9]1[CH:14]=[CH:13][C:12]([C:15]([F:18])([F:17])[F:16])=[CH:11][CH:10]=1)([CH3:4])([CH3:3])[CH3:2], predict the reaction product.